This data is from Peptide-MHC class I binding affinity with 185,985 pairs from IEDB/IMGT. The task is: Regression. Given a peptide amino acid sequence and an MHC pseudo amino acid sequence, predict their binding affinity value. This is MHC class I binding data. (1) The peptide sequence is RAAHRRQSV. The MHC is HLA-B08:01 with pseudo-sequence HLA-B08:01. The binding affinity (normalized) is 0.750. (2) The peptide sequence is YVYFYDLSY. The MHC is BoLA-T2a with pseudo-sequence BoLA-T2a. The binding affinity (normalized) is 0.0641. (3) The peptide sequence is RLHGLEAFSL. The MHC is HLA-A02:01 with pseudo-sequence HLA-A02:01. The binding affinity (normalized) is 0.500. (4) The peptide sequence is FGFNGTRAE. The MHC is Mamu-B3901 with pseudo-sequence Mamu-B3901. The binding affinity (normalized) is 0.426. (5) The peptide sequence is YLNDFAQLL. The MHC is HLA-C06:02 with pseudo-sequence HLA-C06:02. The binding affinity (normalized) is 0.703. (6) The peptide sequence is SEIRWEESF. The MHC is HLA-B15:01 with pseudo-sequence HLA-B15:01. The binding affinity (normalized) is 0.644. (7) The binding affinity (normalized) is 0. The peptide sequence is CSPRGSSCGST. The MHC is Mamu-A02 with pseudo-sequence Mamu-A02. (8) The peptide sequence is KAAVDLSHFL. The MHC is HLA-A24:02 with pseudo-sequence HLA-A24:02. The binding affinity (normalized) is 0. (9) The peptide sequence is ASQPFARL. The MHC is H-2-Kb with pseudo-sequence H-2-Kb. The binding affinity (normalized) is 0.489.